This data is from NCI-60 drug combinations with 297,098 pairs across 59 cell lines. The task is: Regression. Given two drug SMILES strings and cell line genomic features, predict the synergy score measuring deviation from expected non-interaction effect. (1) Drug 1: C1=CC(=CC=C1CC(C(=O)O)N)N(CCCl)CCCl.Cl. Drug 2: COCCOC1=C(C=C2C(=C1)C(=NC=N2)NC3=CC=CC(=C3)C#C)OCCOC.Cl. Cell line: HOP-62. Synergy scores: CSS=22.3, Synergy_ZIP=-3.15, Synergy_Bliss=4.49, Synergy_Loewe=0.0675, Synergy_HSA=0.483. (2) Drug 1: CCC1=CC2CC(C3=C(CN(C2)C1)C4=CC=CC=C4N3)(C5=C(C=C6C(=C5)C78CCN9C7C(C=CC9)(C(C(C8N6C)(C(=O)OC)O)OC(=O)C)CC)OC)C(=O)OC.C(C(C(=O)O)O)(C(=O)O)O. Drug 2: CC1=CC2C(CCC3(C2CCC3(C(=O)C)OC(=O)C)C)C4(C1=CC(=O)CC4)C. Cell line: HOP-62. Synergy scores: CSS=17.5, Synergy_ZIP=-0.814, Synergy_Bliss=3.01, Synergy_Loewe=-36.7, Synergy_HSA=-1.65. (3) Drug 1: CC(C)(C#N)C1=CC(=CC(=C1)CN2C=NC=N2)C(C)(C)C#N. Drug 2: CC1CCCC2(C(O2)CC(NC(=O)CC(C(C(=O)C(C1O)C)(C)C)O)C(=CC3=CSC(=N3)C)C)C. Cell line: UO-31. Synergy scores: CSS=16.7, Synergy_ZIP=-7.11, Synergy_Bliss=0.945, Synergy_Loewe=-10.2, Synergy_HSA=0.125. (4) Drug 1: CC1CCCC2(C(O2)CC(NC(=O)CC(C(C(=O)C(C1O)C)(C)C)O)C(=CC3=CSC(=N3)C)C)C. Drug 2: B(C(CC(C)C)NC(=O)C(CC1=CC=CC=C1)NC(=O)C2=NC=CN=C2)(O)O. Cell line: SNB-75. Synergy scores: CSS=55.7, Synergy_ZIP=0.217, Synergy_Bliss=0.0714, Synergy_Loewe=-1.11, Synergy_HSA=-0.309. (5) Synergy scores: CSS=8.72, Synergy_ZIP=-4.60, Synergy_Bliss=1.62, Synergy_Loewe=3.45, Synergy_HSA=3.45. Drug 2: C1C(C(OC1N2C=NC(=NC2=O)N)CO)O. Drug 1: C1CN1C2=NC(=NC(=N2)N3CC3)N4CC4. Cell line: MALME-3M. (6) Synergy scores: CSS=9.41, Synergy_ZIP=3.77, Synergy_Bliss=5.98, Synergy_Loewe=1.81, Synergy_HSA=1.46. Drug 1: CC12CCC3C(C1CCC2=O)CC(=C)C4=CC(=O)C=CC34C. Drug 2: CN(CCCl)CCCl.Cl. Cell line: SK-MEL-28. (7) Drug 1: C(CC(=O)O)C(=O)CN.Cl. Drug 2: C1C(C(OC1N2C=NC(=NC2=O)N)CO)O. Cell line: ACHN. Synergy scores: CSS=17.1, Synergy_ZIP=0.0815, Synergy_Bliss=4.11, Synergy_Loewe=-31.4, Synergy_HSA=4.56. (8) Drug 1: COC1=CC(=CC(=C1O)OC)C2C3C(COC3=O)C(C4=CC5=C(C=C24)OCO5)OC6C(C(C7C(O6)COC(O7)C8=CC=CS8)O)O. Drug 2: CN(CCCl)CCCl.Cl. Cell line: SF-539. Synergy scores: CSS=50.5, Synergy_ZIP=-0.572, Synergy_Bliss=0.503, Synergy_Loewe=-21.5, Synergy_HSA=1.38. (9) Drug 1: CS(=O)(=O)C1=CC(=C(C=C1)C(=O)NC2=CC(=C(C=C2)Cl)C3=CC=CC=N3)Cl. Drug 2: CC1=C(C=C(C=C1)NC2=NC=CC(=N2)N(C)C3=CC4=NN(C(=C4C=C3)C)C)S(=O)(=O)N.Cl. Cell line: ACHN. Synergy scores: CSS=36.1, Synergy_ZIP=8.05, Synergy_Bliss=18.4, Synergy_Loewe=9.78, Synergy_HSA=16.7.